Dataset: Full USPTO retrosynthesis dataset with 1.9M reactions from patents (1976-2016). Task: Predict the reactants needed to synthesize the given product. (1) Given the product [CH3:17][N:18]([CH:20]=[N:10][C:8](=[O:9])[C:7]1[CH:11]=[C:3]([CH2:1][CH3:2])[C:4]([O:13][CH3:14])=[N:5][C:6]=1[CH3:12])[CH3:19], predict the reactants needed to synthesize it. The reactants are: [CH2:1]([C:3]1[C:4]([O:13][CH3:14])=[N:5][C:6]([CH3:12])=[C:7]([CH:11]=1)[C:8]([NH2:10])=[O:9])[CH3:2].CO[CH:17](OC)[N:18]([CH3:20])[CH3:19]. (2) Given the product [F:21][C:22]1[CH:27]=[CH:26][CH:25]=[CH:24][C:23]=1[C:2]1[C:11]2[C:6](=[C:7]([O:12][CH3:13])[CH:8]=[CH:9][CH:10]=2)[CH:5]=[C:4]([NH:14][C:15]2[CH:19]=[C:18]([CH3:20])[NH:17][N:16]=2)[N:3]=1, predict the reactants needed to synthesize it. The reactants are: Cl[C:2]1[C:11]2[C:6](=[C:7]([O:12][CH3:13])[CH:8]=[CH:9][CH:10]=2)[CH:5]=[C:4]([NH:14][C:15]2[CH:19]=[C:18]([CH3:20])[NH:17][N:16]=2)[N:3]=1.[F:21][C:22]1[CH:27]=[CH:26][CH:25]=[CH:24][C:23]=1B(O)O.